This data is from Full USPTO retrosynthesis dataset with 1.9M reactions from patents (1976-2016). The task is: Predict the reactants needed to synthesize the given product. (1) The reactants are: C([O:5][N:6]=[C:7]1[C:16]2[C:11](=[CH:12][CH:13]=[C:14]([OH:17])[CH:15]=2)[O:10][C:9]([C:18]2[N:19]=[CH:20][C:21]3[C:26]([CH:27]=2)=[CH:25][CH:24]=[CH:23][CH:22]=3)=[CH:8]1)(C)(C)C.[CH3:28][N:29]1[CH2:34][CH2:33][N:32]([CH2:35][CH2:36]O)[CH2:31][CH2:30]1. Given the product [CH:20]1[C:21]2[C:26](=[CH:25][CH:24]=[CH:23][CH:22]=2)[CH:27]=[C:18]([C:9]2[O:10][C:11]3[C:16]([C:7](=[N:6][OH:5])[CH:8]=2)=[CH:15][C:14]([O:17][CH2:36][CH2:35][N:32]2[CH2:33][CH2:34][N:29]([CH3:28])[CH2:30][CH2:31]2)=[CH:13][CH:12]=3)[N:19]=1, predict the reactants needed to synthesize it. (2) Given the product [CH3:10][C:3]1([C:11]2[CH:16]=[CH:15][CH:14]=[CH:13][N:12]=2)[CH2:1][NH:2][C:6](=[O:7])[CH2:5][CH2:4]1, predict the reactants needed to synthesize it. The reactants are: [C:1]([C:3]([C:11]1[CH:16]=[CH:15][CH:14]=[CH:13][N:12]=1)([CH3:10])[CH2:4][CH2:5][C:6](OC)=[O:7])#[N:2]. (3) Given the product [CH3:8][C@@H:9]1[CH2:13][CH2:12][CH2:11][N:10]1[CH2:14][CH2:15][CH2:16][O:17][C:18]1[CH:23]=[CH:22][C:21]([N:24]2[CH2:29][CH2:28][NH:27][CH2:26][C:25]2=[O:37])=[CH:20][CH:19]=1, predict the reactants needed to synthesize it. The reactants are: C(O)(C(F)(F)F)=O.[CH3:8][C@@H:9]1[CH2:13][CH2:12][CH2:11][N:10]1[CH2:14][CH2:15][CH2:16][O:17][C:18]1[CH:23]=[CH:22][C:21]([N:24]2[CH2:29][CH2:28][N:27](C(OC(C)(C)C)=O)[CH2:26][C:25]2=[O:37])=[CH:20][CH:19]=1. (4) Given the product [Cl:33][C:29]1[CH:30]=[CH:31][CH:32]=[C:25]([CH2:24][N:17]2[CH2:18][CH2:19][CH:15]([N:12]3[CH2:13][CH2:14][CH:9]([C:7](=[O:8])[C:6]4[CH:5]=[CH:4][C:3]([O:2][CH3:1])=[CH:22][CH:21]=4)[CH2:10][CH2:11]3)[C:16]2=[O:20])[C:26]=1[C:27]#[N:28], predict the reactants needed to synthesize it. The reactants are: [CH3:1][O:2][C:3]1[CH:22]=[CH:21][C:6]([C:7]([CH:9]2[CH2:14][CH2:13][N:12]([CH:15]3[CH2:19][CH2:18][NH:17][C:16]3=[O:20])[CH2:11][CH2:10]2)=[O:8])=[CH:5][CH:4]=1.Br[CH2:24][C:25]1[CH:32]=[CH:31][CH:30]=[C:29]([Cl:33])[C:26]=1[C:27]#[N:28].[H-].[Na+].ClCCl. (5) Given the product [CH3:16][O:17][C:18]1[CH:19]=[C:20]([CH:37]=[CH:38][C:39]=1[O:40][CH3:41])[CH2:21][CH:22]1[C:28]2[CH:29]=[C:30]([O:35][CH3:36])[C:31]([O:33][CH3:34])=[CH:32][C:27]=2[O:26][CH2:25][CH2:24][N:23]1[CH2:2][C:3]([NH:6][CH:7]1[C:15]2[C:10](=[CH:11][CH:12]=[CH:13][CH:14]=2)[CH2:9][CH2:8]1)=[O:4], predict the reactants needed to synthesize it. The reactants are: Br[CH2:2][C:3](Br)=[O:4].[NH2:6][CH:7]1[C:15]2[C:10](=[CH:11][CH:12]=[CH:13][CH:14]=2)[CH2:9][CH2:8]1.[CH3:16][O:17][C:18]1[CH:19]=[C:20]([CH:37]=[CH:38][C:39]=1[O:40][CH3:41])[CH2:21][CH:22]1[C:28]2[CH:29]=[C:30]([O:35][CH3:36])[C:31]([O:33][CH3:34])=[CH:32][C:27]=2[O:26][CH2:25][CH2:24][NH:23]1.